This data is from Forward reaction prediction with 1.9M reactions from USPTO patents (1976-2016). The task is: Predict the product of the given reaction. Given the reactants [Si]([O:8][C:9]1[CH:10]=[C:11]2[C:15](=[CH:16][CH:17]=1)[N:14]([C:18]([O:20][C:21]([CH3:24])([CH3:23])[CH3:22])=[O:19])[N:13]=[C:12]2[I:25])(C(C)(C)C)(C)C.CCCC[N+](CCCC)(CCCC)CCCC.[F-], predict the reaction product. The product is: [OH:8][C:9]1[CH:10]=[C:11]2[C:15](=[CH:16][CH:17]=1)[N:14]([C:18]([O:20][C:21]([CH3:23])([CH3:22])[CH3:24])=[O:19])[N:13]=[C:12]2[I:25].